This data is from Forward reaction prediction with 1.9M reactions from USPTO patents (1976-2016). The task is: Predict the product of the given reaction. Given the reactants [ClH:1].O1CCOCC1.[C:8]([C:12]1[CH:17]=[CH:16][C:15]([C:18]2[CH:19]=[C:20]3[C:24](=[CH:25][CH:26]=2)[N:23]([C:27]2[CH:32]=[CH:31][C:30]([NH:33][CH:34]([CH3:36])[CH3:35])=[CH:29][CH:28]=2)[C:22]([C:37]([OH:39])=[O:38])=[C:21]3[C:40]2[CH:45]=[CH:44][C:43]([O:46][CH:47]([CH3:49])[CH3:48])=[CH:42][CH:41]=2)=[CH:14][CH:13]=1)([CH3:11])([CH3:10])[CH3:9], predict the reaction product. The product is: [ClH:1].[C:8]([C:12]1[CH:13]=[CH:14][C:15]([C:18]2[CH:19]=[C:20]3[C:24](=[CH:25][CH:26]=2)[N:23]([C:27]2[CH:32]=[CH:31][C:30]([NH:33][CH:34]([CH3:36])[CH3:35])=[CH:29][CH:28]=2)[C:22]([C:37]([OH:39])=[O:38])=[C:21]3[C:40]2[CH:45]=[CH:44][C:43]([O:46][CH:47]([CH3:49])[CH3:48])=[CH:42][CH:41]=2)=[CH:16][CH:17]=1)([CH3:10])([CH3:11])[CH3:9].